This data is from Reaction yield outcomes from USPTO patents with 853,638 reactions. The task is: Predict the reaction yield, written as a fraction of the theoretical maximum amount of product (1.0 means a 100% yield; for example, 0.34 means a 34% yield). (1) The reactants are [CH2:1]([C:4]1[C:8]2[CH:9]=[CH:10][CH:11]=[CH:12][C:7]=2[O:6][C:5]=1[CH:13]=O)[CH2:2][CH3:3].[CH3:15][NH2:16].[BH4-].[Na+]. The catalyst is CO. The product is [CH3:15][NH:16][CH2:13][C:5]1[O:6][C:7]2[CH:12]=[CH:11][CH:10]=[CH:9][C:8]=2[C:4]=1[CH2:1][CH2:2][CH3:3]. The yield is 0.990. (2) The reactants are [Cu](C#N)[C:2]#N.C[Mg]I.[C:9]([C:11](=[C:17]1[CH2:22][CH2:21][N:20]([C:23]([O:25][C:26]([CH3:29])([CH3:28])[CH3:27])=[O:24])[CH2:19][CH2:18]1)[C:12]([O:14][CH2:15][CH3:16])=[O:13])#[N:10]. The catalyst is C(OCC)C.C1COCC1. The product is [C:9]([CH:11]([C:17]1([CH3:2])[CH2:18][CH2:19][N:20]([C:23]([O:25][C:26]([CH3:28])([CH3:27])[CH3:29])=[O:24])[CH2:21][CH2:22]1)[C:12]([O:14][CH2:15][CH3:16])=[O:13])#[N:10]. The yield is 0.990. (3) The reactants are [NH2:1][C:2]1[N:7]=[C:6](Cl)[CH:5]=[C:4]([C:9]2[O:10][CH:11]=[CH:12][CH:13]=2)[N:3]=1.[Na].[N:15]12CCN(CC1)C[CH2:16]2.O. The catalyst is CS(C)=O. The product is [NH2:1][C:2]1[N:7]=[C:6]([C:16]#[N:15])[CH:5]=[C:4]([C:9]2[O:10][CH:11]=[CH:12][CH:13]=2)[N:3]=1. The yield is 0.770. (4) The reactants are [Li+].CC([N-]C(C)C)C.[Cl:9][C:10]([Cl:21])([Cl:20])[C@@H:11]1[N:15]2[CH2:16][CH2:17][CH2:18][C@H:14]2[C:13](=[O:19])[O:12]1.[CH2:22]([O:29][CH2:30]Cl)[C:23]1[CH:28]=[CH:27][CH:26]=[CH:25][CH:24]=1. The catalyst is C1COCC1. The product is [CH2:22]([O:29][CH2:30][C@@:14]12[CH2:18][CH2:17][CH2:16][N:15]1[C@@H:11]([C:10]([Cl:9])([Cl:20])[Cl:21])[O:12][C:13]2=[O:19])[C:23]1[CH:28]=[CH:27][CH:26]=[CH:25][CH:24]=1. The yield is 0.420. (5) The reactants are [N+:1]([C:4]1[CH:5]=[CH:6][C:7]([O:10][C:11](=[O:20])[N:12]([CH3:19])[C:13]2[CH:18]=[CH:17][CH:16]=[CH:15][CH:14]=2)=[N:8][CH:9]=1)([O-])=O.[H][H]. The catalyst is O1CCCC1.[Pd]. The product is [NH2:1][C:4]1[CH:5]=[CH:6][C:7]([O:10][C:11](=[O:20])[N:12]([CH3:19])[C:13]2[CH:18]=[CH:17][CH:16]=[CH:15][CH:14]=2)=[N:8][CH:9]=1. The yield is 1.03. (6) The reactants are Cl[C:2]1[N:7]=[CH:6][CH:5]=[CH:4][N:3]=1.[CH2:8]([O:10][C:11](=[O:30])[C@H:12]([CH2:23][CH2:24][C:25]([O:27][CH2:28][CH3:29])=[O:26])[NH:13][C:14](=[O:22])[C:15]1[CH:20]=[CH:19][C:18]([NH2:21])=[CH:17][CH:16]=1)[CH3:9]. The catalyst is CN(C=O)C. The product is [CH2:8]([O:10][C:11](=[O:30])[CH:12]([NH:13][C:14](=[O:22])[C:15]1[CH:20]=[CH:19][C:18]([NH:21][C:2]2[N:7]=[CH:6][CH:5]=[CH:4][N:3]=2)=[CH:17][CH:16]=1)[CH2:23][CH2:24][C:25]([O:27][CH2:28][CH3:29])=[O:26])[CH3:9]. The yield is 0.690.